From a dataset of Reaction yield outcomes from USPTO patents with 853,638 reactions. Predict the reaction yield, written as a fraction of the theoretical maximum amount of product (1.0 means a 100% yield; for example, 0.34 means a 34% yield). (1) The reactants are C1(S([N:10]2[C:14]3=[N:15][CH:16]=[CH:17][CH:18]=[C:13]3[C:12]([C:19]3[CH:24]=[CH:23][N:22]=[C:21](Cl)[N:20]=3)=[CH:11]2)(=O)=O)C=CC=CC=1.[NH2:26][C:27]1[CH:32]=[CH:31][C:30]([CH2:33][CH2:34][OH:35])=[CH:29][CH:28]=1. The catalyst is COC(O)C. The product is [NH:10]1[C:14]2=[N:15][CH:16]=[CH:17][CH:18]=[C:13]2[C:12]([C:19]2[CH:24]=[CH:23][N:22]=[C:21]([NH:26][C:27]3[CH:32]=[CH:31][C:30]([CH2:33][CH2:34][OH:35])=[CH:29][CH:28]=3)[N:20]=2)=[CH:11]1. The yield is 0.840. (2) The reactants are C[CH:2]1[CH2:7][CH2:6][CH2:5][CH2:4][N:3]1[CH2:8][C:9]1[CH:14]=[CH:13][C:12]([F:15])=[C:11]([F:16])[CH:10]=1.B.[CH2:18]1[CH2:22]O[CH2:20][CH2:19]1.CO. The catalyst is C1COCC1. The product is [C:18]1([CH:22]([NH:3][CH2:2][CH2:7][CH:6]2[CH2:7][CH2:2][N:3]([CH2:8][C:9]3[CH:14]=[CH:13][C:12]([F:15])=[C:11]([F:16])[CH:10]=3)[CH2:4][CH2:5]2)[C:11]2[CH:10]=[CH:9][CH:14]=[CH:13][CH:12]=2)[CH:4]=[CH:5][CH:6]=[CH:20][CH:19]=1. The yield is 0.900. (3) The reactants are [C:1]([O:5][C:6]([N:8]1[CH2:13][CH2:12][CH:11]([C:14]([OH:16])=O)[CH2:10][CH2:9]1)=[O:7])([CH3:4])([CH3:3])[CH3:2].C1C=CC2N(O)N=NC=2C=1.CCN=C=NCCCN(C)C.[CH2:38]([O:40][C:41]1[CH:46]=[CH:45][CH:44]=[CH:43][C:42]=1[C:47]1[N:52]=[CH:51][N:50]=[C:49]([NH2:53])[CH:48]=1)[CH3:39]. The catalyst is ClCCl. The product is [C:1]([O:5][C:6]([N:8]1[CH2:9][CH2:10][CH:11]([C:14](=[O:16])[NH:53][C:49]2[CH:48]=[C:47]([C:42]3[CH:43]=[CH:44][CH:45]=[CH:46][C:41]=3[O:40][CH2:38][CH3:39])[N:52]=[CH:51][N:50]=2)[CH2:12][CH2:13]1)=[O:7])([CH3:2])([CH3:3])[CH3:4]. The yield is 0.400. (4) No catalyst specified. The yield is 1.00. The reactants are [I:1][C:2]1[CH:7]=[CH:6][N:5]=[C:4]([CH2:8][O:9]C(=O)C)[CH:3]=1.CO.[OH-].[Na+]. The product is [I:1][C:2]1[CH:7]=[CH:6][N:5]=[C:4]([CH2:8][OH:9])[CH:3]=1. (5) The reactants are [C:1]([C:3]1[CH:8]=[CH:7][CH:6]=[CH:5][C:4]=1[C:9]1[CH:14]=[CH:13][C:12]([CH:15]([CH:17]([C:23](=O)[CH2:24][CH2:25][CH3:26])[C:18](OCC)=[O:19])[CH3:16])=[CH:11][CH:10]=1)#[N:2].[O:28]1[C:32]2([CH2:37][CH2:36][CH:35]([NH:38][C:39]3[NH:43][CH:42]=[N:41][N:40]=3)[CH2:34][CH2:33]2)[O:31][CH2:30][CH2:29]1.N12CCCN=C1CCCCC2.C(N(CC)C1C=CC=CC=1)C. The catalyst is Cl. The product is [O:28]1[C:32]2([CH2:33][CH2:34][CH:35]([N:38]3[C:18](=[O:19])[C:17]([CH:15]([C:12]4[CH:13]=[CH:14][C:9]([C:4]5[C:3]([C:1]#[N:2])=[CH:8][CH:7]=[CH:6][CH:5]=5)=[CH:10][CH:11]=4)[CH3:16])=[C:23]([CH2:24][CH2:25][CH3:26])[N:40]4[N:41]=[CH:42][N:43]=[C:39]34)[CH2:36][CH2:37]2)[O:31][CH2:30][CH2:29]1. The yield is 0.430. (6) The reactants are O[C@@H]([C@H](O)C(O)=O)C(O)=O.[F:11][C:12]([F:36])([F:35])[O:13][C:14]1[CH:19]=[CH:18][C:17]([N:20]2[CH:24]=[N:23][C:22]([C:25]3[CH:30]=[CH:29][C:28]([CH2:31][C@H:32]([NH2:34])[CH3:33])=[CH:27][CH:26]=3)=[N:21]2)=[CH:16][CH:15]=1. The catalyst is CO. The product is [F:36][C:12]([F:11])([F:35])[O:13][C:14]1[CH:15]=[CH:16][C:17]([N:20]2[CH:24]=[N:23][C:22]([C:25]3[CH:30]=[CH:29][C:28]([CH2:31][C@H:32]([NH2:34])[CH3:33])=[CH:27][CH:26]=3)=[N:21]2)=[CH:18][CH:19]=1. The yield is 0.870. (7) The reactants are [Cl:1][C:2]1[CH:3]=[C:4]2[C:9](=[CH:10][CH:11]=1)[N:8]=[C:7]([O:12][CH3:13])[C:6]([NH:14][C:15](=[O:19])OCC)=[N:5]2.[N:20]1[CH:25]=[CH:24][CH:23]=[CH:22][C:21]=1[N:26]1[CH2:31][CH2:30][NH:29][CH2:28][CH2:27]1. No catalyst specified. The product is [Cl:1][C:2]1[CH:3]=[C:4]2[C:9](=[CH:10][CH:11]=1)[N:8]=[C:7]([O:12][CH3:13])[C:6]([NH:14][C:15]([N:29]1[CH2:30][CH2:31][N:26]([C:21]3[CH:22]=[CH:23][CH:24]=[CH:25][N:20]=3)[CH2:27][CH2:28]1)=[O:19])=[N:5]2. The yield is 0.700. (8) The yield is 0.980. The reactants are [CH3:1][NH2:2].[S:3]1[C:7]2[CH:8]=[CH:9][CH:10]=[CH:11][C:6]=2[CH:5]=[C:4]1[C:12](Cl)=[O:13]. The catalyst is C1COCC1. The product is [CH3:1][NH:2][C:12]([C:4]1[S:3][C:7]2[CH:8]=[CH:9][CH:10]=[CH:11][C:6]=2[CH:5]=1)=[O:13]. (9) The reactants are [OH:1][C:2]1[CH:3]=[C:4]([CH:9]=[C:10]([O:13][CH3:14])[C:11]=1[OH:12])[C:5]([O:7][CH3:8])=[O:6].[C:15]([O-])([O-])=O.[K+].[K+]. The catalyst is CC(C)=O. The product is [CH3:14][O:13][C:10]1[C:11]2[O:12][CH2:15][O:1][C:2]=2[CH:3]=[C:4]([C:5]([O:7][CH3:8])=[O:6])[CH:9]=1. The yield is 0.800.